This data is from Catalyst prediction with 721,799 reactions and 888 catalyst types from USPTO. The task is: Predict which catalyst facilitates the given reaction. (1) Reactant: [CH3:1][CH:2]([C:4]1[C:8]2[C:9]([O:13][C:14]3[N:19]=[CH:18][C:17]([NH:20][C:21]([C@H:23]([NH:26]C(=O)OC(C)(C)C)[CH2:24][CH3:25])=[O:22])=[CH:16][CH:15]=3)=[CH:10][CH:11]=[CH:12][C:7]=2[O:6][N:5]=1)[CH3:3].C(O)(C(F)(F)F)=O. Product: [NH2:26][C@H:23]([CH2:24][CH3:25])[C:21]([NH:20][C:17]1[CH:18]=[N:19][C:14]([O:13][C:9]2[C:8]3[C:4]([CH:2]([CH3:1])[CH3:3])=[N:5][O:6][C:7]=3[CH:12]=[CH:11][CH:10]=2)=[CH:15][CH:16]=1)=[O:22]. The catalyst class is: 4. (2) Reactant: [Cl:1][C:2]1[CH:7]=[C:6](C=O)[CH:5]=[CH:4][N:3]=1.CO.[CH3:12][O:13][CH:14](OC)[O:15][CH3:16].S(=O)(=O)(O)O. Product: [CH3:12][O:13][CH:14]([O:15][CH3:16])[C:6]1[CH:5]=[CH:4][N:3]=[C:2]([Cl:1])[CH:7]=1. The catalyst class is: 11. (3) Reactant: [CH:1]1([CH2:4][OH:5])[CH2:3][CH2:2]1.[H-].[Na+].Br[C:9]1[C:10]([NH2:16])=[N:11][CH:12]=[C:13]([Br:15])[N:14]=1. Product: [Br:15][C:13]1[N:14]=[C:9]([O:5][CH2:4][CH:1]2[CH2:3][CH2:2]2)[C:10]([NH2:16])=[N:11][CH:12]=1. The catalyst class is: 16. (4) Reactant: [Br:1][C:2]1[CH:10]=[CH:9][C:8]2[NH:7][C:6]3[C:11]([O:16][CH2:17][CH3:18])=[N:12][C:13](Cl)=[N:14][C:5]=3[C:4]=2[CH:3]=1.[NH:19]1[CH2:24][CH2:23][NH:22][CH2:21][CH2:20]1. The catalyst class is: 728. Product: [Br:1][C:2]1[CH:10]=[CH:9][C:8]2[NH:7][C:6]3[C:11]([O:16][CH2:17][CH3:18])=[N:12][C:13]([N:19]4[CH2:24][CH2:23][NH:22][CH2:21][CH2:20]4)=[N:14][C:5]=3[C:4]=2[CH:3]=1. (5) The catalyst class is: 319. Reactant: [C:1]([NH:4][CH2:5][C:6]1[CH:7]=[C:8]([N:15]2[CH2:20][CH2:19][N:18]([C:21]([O:23][C:24]([CH3:27])([CH3:26])[CH3:25])=[O:22])[CH2:17][CH2:16]2)[CH:9]=[CH:10][C:11]=1[N+:12]([O-])=O)(=[O:3])[CH3:2]. Product: [C:1]([NH:4][CH2:5][C:6]1[CH:7]=[C:8]([N:15]2[CH2:20][CH2:19][N:18]([C:21]([O:23][C:24]([CH3:27])([CH3:26])[CH3:25])=[O:22])[CH2:17][CH2:16]2)[CH:9]=[CH:10][C:11]=1[NH2:12])(=[O:3])[CH3:2]. (6) Reactant: Br[C:2]1[CH:3]=[C:4]2[C:8](=[CH:9][CH:10]=1)[CH2:7][C@H:6]([NH:11][S:12]([CH:15]([CH3:17])[CH3:16])(=[O:14])=[O:13])[CH2:5]2.[CH3:18][C:19]1([CH3:35])[C:23]([CH3:25])([CH3:24])[O:22][B:21]([B:21]2[O:22][C:23]([CH3:25])([CH3:24])[C:19]([CH3:35])([CH3:18])[O:20]2)[O:20]1.C([O-])(=O)C.[K+]. Product: [CH3:18][C:19]1([CH3:35])[C:23]([CH3:25])([CH3:24])[O:22][B:21]([C:2]2[CH:3]=[C:4]3[C:8](=[CH:9][CH:10]=2)[CH2:7][C@H:6]([NH:11][S:12]([CH:15]([CH3:17])[CH3:16])(=[O:14])=[O:13])[CH2:5]3)[O:20]1. The catalyst class is: 151. (7) Reactant: [Si]([O:8][C:9]1[CH:14]=[CH:13][C:12]([N:15]([C:54]2[CH:59]=[CH:58][CH:57]=[CH:56][CH:55]=2)[C:16]([C:18]2[CH:22]=[C:21]([C:23]3[CH:28]=[C:27]([Cl:29])[CH:26]=[CH:25][C:24]=3[C:30]([N:32]3[C@H:41]([CH2:42][O:43][CH2:44][CH2:45][N:46]4[CH2:51][CH2:50][O:49][CH2:48][CH2:47]4)[CH2:40][C:39]4[C:34](=[CH:35][CH:36]=[CH:37][CH:38]=4)[CH2:33]3)=[O:31])[N:20]([CH3:52])[C:19]=2[CH3:53])=[O:17])=[CH:11][CH:10]=1)(C(C)(C)C)(C)C.[OH-].[K+].C(=O)(O)[O-].[Na+]. Product: [ClH:29].[Cl:29][C:27]1[CH:26]=[CH:25][C:24]([C:30]([N:32]2[C@H:41]([CH2:42][O:43][CH2:44][CH2:45][N:46]3[CH2:51][CH2:50][O:49][CH2:48][CH2:47]3)[CH2:40][C:39]3[C:34](=[CH:35][CH:36]=[CH:37][CH:38]=3)[CH2:33]2)=[O:31])=[C:23]([C:21]2[N:20]([CH3:52])[C:19]([CH3:53])=[C:18]([C:16]([N:15]([C:12]3[CH:11]=[CH:10][C:9]([OH:8])=[CH:14][CH:13]=3)[C:54]3[CH:55]=[CH:56][CH:57]=[CH:58][CH:59]=3)=[O:17])[CH:22]=2)[CH:28]=1. The catalyst class is: 5.